This data is from Merck oncology drug combination screen with 23,052 pairs across 39 cell lines. The task is: Regression. Given two drug SMILES strings and cell line genomic features, predict the synergy score measuring deviation from expected non-interaction effect. (1) Drug 1: COC12C(COC(N)=O)C3=C(C(=O)C(C)=C(N)C3=O)N1CC1NC12. Drug 2: CCN(CC)CCNC(=O)c1c(C)[nH]c(C=C2C(=O)Nc3ccc(F)cc32)c1C. Cell line: PA1. Synergy scores: synergy=-5.32. (2) Drug 1: NC(=O)c1cccc2cn(-c3ccc(C4CCCNC4)cc3)nc12. Drug 2: CC(C)CC(NC(=O)C(Cc1ccccc1)NC(=O)c1cnccn1)B(O)O. Cell line: LNCAP. Synergy scores: synergy=-151. (3) Drug 1: O=C(O)C1(Cc2cccc(Nc3nccs3)n2)CCC(Oc2cccc(Cl)c2F)CC1. Drug 2: Cc1nc(Nc2ncc(C(=O)Nc3c(C)cccc3Cl)s2)cc(N2CCN(CCO)CC2)n1. Cell line: SKMEL30. Synergy scores: synergy=-12.2. (4) Drug 1: CC1CC2C3CCC4=CC(=O)C=CC4(C)C3(F)C(O)CC2(C)C1(O)C(=O)CO. Drug 2: C=CCn1c(=O)c2cnc(Nc3ccc(N4CCN(C)CC4)cc3)nc2n1-c1cccc(C(C)(C)O)n1. Cell line: VCAP. Synergy scores: synergy=-7.33.